From a dataset of Full USPTO retrosynthesis dataset with 1.9M reactions from patents (1976-2016). Predict the reactants needed to synthesize the given product. (1) The reactants are: [Br:1][C:2]1[CH:3]=[CH:4][C:5]([C:8]2[CH2:12][C@@H:11]([CH2:13][OH:14])[O:10][N:9]=2)=[N:6][CH:7]=1.[H-].[Na+].[CH2:17](Br)[CH:18]=[CH2:19]. Given the product [CH2:19]([O:14][CH2:13][C@H:11]1[O:10][N:9]=[C:8]([C:5]2[CH:4]=[CH:3][C:2]([Br:1])=[CH:7][N:6]=2)[CH2:12]1)[CH:18]=[CH2:17], predict the reactants needed to synthesize it. (2) Given the product [CH:29]1([CH2:28][N:17]2[C:18]3[C:23](=[CH:22][CH:21]=[C:20]([C:24]([F:26])([F:27])[F:25])[CH:19]=3)[C:15]([C:13]([NH:12][C:10]3[S:11][C:7]([S:6][CH2:5][C:4]([OH:32])=[O:3])=[CH:8][N:9]=3)=[O:14])=[CH:16]2)[CH2:30][CH2:31]1, predict the reactants needed to synthesize it. The reactants are: C([O:3][C:4](=[O:32])[CH2:5][S:6][C:7]1[S:11][C:10]([NH:12][C:13]([C:15]2[C:23]3[C:18](=[CH:19][C:20]([C:24]([F:27])([F:26])[F:25])=[CH:21][CH:22]=3)[N:17]([CH2:28][CH:29]3[CH2:31][CH2:30]3)[CH:16]=2)=[O:14])=[N:9][CH:8]=1)C.C1(CN2C3C(=CC=C(F)C=3)C(C(NC3SC=C(SCC(O)=O)N=3)=O)=C2)CC1. (3) Given the product [NH2:1][CH2:4][CH:5]([C:7]1[CH:12]=[CH:11][C:10]([C:13]2[CH:18]=[CH:17][CH:16]=[CH:15][N:14]=2)=[CH:9][CH:8]=1)[OH:6], predict the reactants needed to synthesize it. The reactants are: [N+:1]([CH2:4][CH:5]([C:7]1[CH:12]=[CH:11][C:10]([C:13]2[CH:18]=[CH:17][CH:16]=[CH:15][N:14]=2)=[CH:9][CH:8]=1)[OH:6])([O-])=O.CC(C)=O.[NH4+].[Cl-]. (4) Given the product [C:29]([Si:33]([CH3:40])([CH3:41])[O:34][CH2:35][CH2:36][CH2:37][O:38][NH:39][C:6](=[O:8])[C:5]1[CH:9]=[CH:10][C:2]([F:1])=[CH:3][C:4]=1[NH:11][C:12]1[CH:17]=[CH:16][C:15]([I:18])=[CH:14][C:13]=1[CH3:19])([CH3:32])([CH3:31])[CH3:30], predict the reactants needed to synthesize it. The reactants are: [F:1][C:2]1[CH:10]=[CH:9][C:5]([C:6]([OH:8])=O)=[C:4]([NH:11][C:12]2[CH:17]=[CH:16][C:15]([I:18])=[CH:14][C:13]=2[CH3:19])[CH:3]=1.C(N(C(C)C)CC)(C)C.[C:29]([Si:33]([CH3:41])([CH3:40])[O:34][CH2:35][CH2:36][CH2:37][O:38][NH2:39])([CH3:32])([CH3:31])[CH3:30].C1CN([P+](ON2N=NC3C=CC=CC2=3)(N2CCCC2)N2CCCC2)CC1.F[P-](F)(F)(F)(F)F. (5) Given the product [CH2:21]([O:23][P:24]([CH2:29][CH2:30][C:31]1[CH:36]=[C:35]([Cl:37])[CH:34]=[CH:33][C:32]=1[O:38][CH2:2][C:3]([N:5]1[CH2:10][C@H:9]([CH3:11])[N:8]([CH2:12][C:13]2[CH:18]=[CH:17][C:16]([F:19])=[CH:15][CH:14]=2)[CH2:7][C@H:6]1[CH3:20])=[O:4])(=[O:28])[O:25][CH2:26][CH3:27])[CH3:22], predict the reactants needed to synthesize it. The reactants are: Cl[CH2:2][C:3]([N:5]1[CH2:10][C@H:9]([CH3:11])[N:8]([CH2:12][C:13]2[CH:18]=[CH:17][C:16]([F:19])=[CH:15][CH:14]=2)[CH2:7][C@H:6]1[CH3:20])=[O:4].[CH2:21]([O:23][P:24]([CH2:29][CH2:30][C:31]1[CH:36]=[C:35]([Cl:37])[CH:34]=[CH:33][C:32]=1[OH:38])(=[O:28])[O:25][CH2:26][CH3:27])[CH3:22].C(=O)([O-])[O-].[K+].[K+].[I-].[K+]. (6) The reactants are: Cl[C:2]1[N:7]=[C:6]([NH:8][CH:9]2[CH2:11][CH2:10]2)[N:5]=[C:4]([C:12]2[CH:13]=[C:14]([Cl:18])[CH:15]=[N:16][CH:17]=2)[C:3]=1[C:19]#[N:20].[SH:21][CH2:22][C:23]([NH2:25])=[O:24].[O-]CC.[Na+]. Given the product [NH2:20][C:19]1[C:3]2[C:4]([C:12]3[CH:13]=[C:14]([Cl:18])[CH:15]=[N:16][CH:17]=3)=[N:5][C:6]([NH:8][CH:9]3[CH2:11][CH2:10]3)=[N:7][C:2]=2[S:21][C:22]=1[C:23]([NH2:25])=[O:24], predict the reactants needed to synthesize it. (7) Given the product [F:44][C:43]1[C:15]([N:12]2[CH2:13][CH2:14][NH:9][CH2:10][CH2:11]2)=[CH:16][C:17]2[NH:21][C:20]([C:22]3[C:26]([NH:27][C:28]([N:30]4[CH2:35][CH2:34][CH2:33][CH2:32][CH2:31]4)=[O:29])=[CH:25][NH:24][N:23]=3)=[N:19][C:18]=2[CH:42]=1, predict the reactants needed to synthesize it. The reactants are: O.C(OC([N:9]1[CH2:14][CH2:13][N:12]([C:15]2[C:43]([F:44])=[CH:42][C:18]3[N:19]=[C:20]([C:22]4[C:26]([NH:27][C:28]([N:30]5[CH2:35][CH2:34][CH2:33][CH2:32][CH2:31]5)=[O:29])=[CH:25][N:24](C5CCCCO5)[N:23]=4)[NH:21][C:17]=3[CH:16]=2)[CH2:11][CH2:10]1)=O)(C)(C)C.